This data is from Full USPTO retrosynthesis dataset with 1.9M reactions from patents (1976-2016). The task is: Predict the reactants needed to synthesize the given product. (1) Given the product [C:1]1([CH2:11][O:12][C:16]2[N:17]=[C:18]([OH:26])[C:19]3[CH:25]=[CH:24][N:23]=[CH:22][C:20]=3[N:21]=2)[C:10]2[C:5](=[CH:6][CH:7]=[CH:8][CH:9]=2)[CH:4]=[CH:3][CH:2]=1, predict the reactants needed to synthesize it. The reactants are: [C:1]1([CH2:11][OH:12])[C:10]2[C:5](=[CH:6][CH:7]=[CH:8][CH:9]=2)[CH:4]=[CH:3][CH:2]=1.[H-].[Na+].Cl[C:16]1[N:17]=[C:18]([OH:26])[C:19]2[CH:25]=[CH:24][N:23]=[CH:22][C:20]=2[N:21]=1. (2) Given the product [CH:1]([OH:8])([C:9]1[CH:10]=[CH:11][CH:12]=[CH:13][CH:14]=1)[C:2]1[CH:7]=[CH:6][CH:5]=[CH:4][CH:3]=1, predict the reactants needed to synthesize it. The reactants are: [C:1]([C:9]1[CH:14]=[CH:13][CH:12]=[CH:11][CH:10]=1)(=[O:8])[C:2]1[CH:7]=[CH:6][CH:5]=[CH:4][CH:3]=1.[OH-].[Na+]. (3) Given the product [Cl:17][C:18]1[CH:19]=[C:20]([N:7]2[C:8]3[CH:14]=[CH:13][CH:12]=[CH:11][C:9]=3[CH2:10][N:5]([CH2:4][CH2:3][CH2:2][Cl:1])[S:6]2(=[O:16])=[O:15])[CH:21]=[CH:22][C:23]=1[F:24], predict the reactants needed to synthesize it. The reactants are: [Cl:1][CH2:2][CH2:3][CH2:4][N:5]1[CH2:10][C:9]2[CH:11]=[CH:12][CH:13]=[CH:14][C:8]=2[NH:7][S:6]1(=[O:16])=[O:15].[Cl:17][C:18]1[CH:19]=[C:20](B(O)O)[CH:21]=[CH:22][C:23]=1[F:24]. (4) Given the product [Br:1][C:2]1[CH:7]=[CH:6][C:5]([CH3:8])=[C:4]([CH2:9][C:11]#[N:12])[CH:3]=1, predict the reactants needed to synthesize it. The reactants are: [Br:1][C:2]1[CH:7]=[CH:6][C:5]([CH3:8])=[C:4]([CH2:9]Br)[CH:3]=1.[C-:11]#[N:12].[Na+]. (5) Given the product [Cl:1][C:2]1[C:7]2[CH2:8][C:9](=[O:10])[N:13]([CH2:14][C:15]3[CH:20]=[CH:19][C:18]([O:21][CH3:22])=[CH:17][C:16]=3[O:23][CH3:24])[C:6]=2[N:5]=[CH:4][N:3]=1, predict the reactants needed to synthesize it. The reactants are: [Cl:1][C:2]1[C:7]([CH2:8][C:9](OC)=[O:10])=[C:6]([NH:13][CH2:14][C:15]2[CH:20]=[CH:19][C:18]([O:21][CH3:22])=[CH:17][C:16]=2[O:23][CH3:24])[N:5]=[CH:4][N:3]=1.C1(C)C=CC(S(O)(=O)=O)=CC=1. (6) Given the product [Cl:1][C:2]1[CH:7]=[CH:6][C:5]([N:8]=[C:9]2[N:13]([CH2:14][CH2:15][CH2:16][NH:17][CH2:25][CH2:26][OH:27])[C:12]([C:28]3[CH:29]=[CH:30][C:31]([F:34])=[CH:32][CH:33]=3)=[CH:11][S:10]2)=[C:4]([O:35][CH3:36])[CH:3]=1, predict the reactants needed to synthesize it. The reactants are: [Cl:1][C:2]1[CH:7]=[CH:6][C:5]([N:8]=[C:9]2[N:13]([CH2:14][CH2:15][CH2:16][N:17]([CH2:25][CH2:26][OH:27])C(=O)OC(C)(C)C)[C:12]([C:28]3[CH:33]=[CH:32][C:31]([F:34])=[CH:30][CH:29]=3)=[CH:11][S:10]2)=[C:4]([O:35][CH3:36])[CH:3]=1.Cl.